This data is from HIV replication inhibition screening data with 41,000+ compounds from the AIDS Antiviral Screen. The task is: Binary Classification. Given a drug SMILES string, predict its activity (active/inactive) in a high-throughput screening assay against a specified biological target. (1) The molecule is OCCC(Sc1ccccc1)Sc1ccccc1. The result is 0 (inactive). (2) The compound is O=[N+]([O-])c1ccccc1S(=O)c1ccccc1. The result is 1 (active). (3) The drug is O=C(Nc1cc2c(oc1=O)CCCCC2)c1ccccc1. The result is 0 (inactive). (4) The molecule is CN(N)c1cc(O)nc(O)n1. The result is 0 (inactive). (5) The drug is CCOC(=O)c1ccc(CSc2ccccc2C(=O)O)cc1. The result is 0 (inactive). (6) The drug is O=c1oc2ccccc2cc1F. The result is 0 (inactive). (7) The molecule is CN(C)CCCn1c2c3ccccc3ccc2c2oc(=O)c3ccccc3c21.Cl. The result is 0 (inactive).